This data is from Catalyst prediction with 721,799 reactions and 888 catalyst types from USPTO. The task is: Predict which catalyst facilitates the given reaction. (1) Reactant: [CH2:1]([C:8]1[CH:13]=[CH:12][C:11]([CH:14]2[C:21]3[CH:20]=[C:19]([C:22]([O:24]C)=[O:23])[NH:18][C:17]=3[CH2:16][CH2:15]2)=[CH:10][CH:9]=1)[C:2]1[CH:7]=[CH:6][CH:5]=[CH:4][CH:3]=1.O.[OH-].[Li+].CO. Product: [CH2:1]([C:8]1[CH:13]=[CH:12][C:11]([CH:14]2[C:21]3[CH:20]=[C:19]([C:22]([OH:24])=[O:23])[NH:18][C:17]=3[CH2:16][CH2:15]2)=[CH:10][CH:9]=1)[C:2]1[CH:7]=[CH:6][CH:5]=[CH:4][CH:3]=1. The catalyst class is: 1. (2) Reactant: [Cl:1][C:2]1[CH:7]=[C:6]([Cl:8])[N:5]=[CH:4][C:3]=1[C:9](O)=[O:10].B.C1COCC1. Product: [Cl:1][C:2]1[CH:7]=[C:6]([Cl:8])[N:5]=[CH:4][C:3]=1[CH2:9][OH:10]. The catalyst class is: 7. (3) Reactant: [CH3:1][O:2][C:3]1[CH:4]=[C:5]([NH2:15])[CH:6]=[C:7]([C:9]2[CH:14]=[CH:13][CH:12]=[CH:11][CH:10]=2)[CH:8]=1.[C:16]([N:24]=[C:25]=[S:26])(=[O:23])[C:17]1[CH:22]=[CH:21][CH:20]=[CH:19][CH:18]=1. Product: [C:16]([NH:24][C:25]([NH:15][C:5]1[CH:6]=[C:7]([C:9]2[CH:14]=[CH:13][CH:12]=[CH:11][CH:10]=2)[CH:8]=[C:3]([O:2][CH3:1])[CH:4]=1)=[S:26])(=[O:23])[C:17]1[CH:22]=[CH:21][CH:20]=[CH:19][CH:18]=1. The catalyst class is: 21. (4) Product: [CH3:1][C:2]1[CH:7]=[C:6]([NH:8][CH:9]([C:14]2[CH:28]=[CH:27][C:17]([C:18]([NH:20][CH2:21][CH2:22][C:23]([OH:25])=[O:24])=[O:19])=[CH:16][N:15]=2)[CH2:10][CH:11]([CH3:13])[CH3:12])[CH:5]=[C:4]([CH3:29])[C:3]=1[C:30]1[CH:35]=[CH:34][C:33]([C:36]([F:39])([F:38])[F:37])=[CH:32][CH:31]=1. The catalyst class is: 132. Reactant: [CH3:1][C:2]1[CH:7]=[C:6]([NH:8][CH:9]([C:14]2[CH:28]=[CH:27][C:17]([C:18]([NH:20][CH2:21][CH2:22][C:23]([O:25]C)=[O:24])=[O:19])=[CH:16][N:15]=2)[CH2:10][CH:11]([CH3:13])[CH3:12])[CH:5]=[C:4]([CH3:29])[C:3]=1[C:30]1[CH:35]=[CH:34][C:33]([C:36]([F:39])([F:38])[F:37])=[CH:32][CH:31]=1.[Li+].[OH-].Cl. (5) Reactant: [Cl:1][C:2]1[CH:3]=[C:4]([C:8]([N:10]2[CH2:15][CH2:14][N:13](C(OC(C)(C)C)=O)[CH2:12][CH2:11]2)=[O:9])[CH:5]=[CH:6][CH:7]=1.FC(F)(F)C(O)=O. Product: [Cl:1][C:2]1[CH:3]=[C:4]([C:8]([N:10]2[CH2:11][CH2:12][NH:13][CH2:14][CH2:15]2)=[O:9])[CH:5]=[CH:6][CH:7]=1. The catalyst class is: 4. (6) Reactant: Br[C:2]1[CH:3]=[N:4][N:5]([CH:7]2[CH2:12][CH2:11][O:10][CH2:9][CH2:8]2)[CH:6]=1.CC([O-])=O.[K+].[CH3:18][C:19]1([CH3:35])[C:23]([CH3:25])([CH3:24])[O:22][B:21]([B:21]2[O:22][C:23]([CH3:25])([CH3:24])[C:19]([CH3:35])([CH3:18])[O:20]2)[O:20]1. Product: [O:10]1[CH2:11][CH2:12][CH:7]([N:5]2[CH:6]=[C:2]([B:21]3[O:22][C:23]([CH3:25])([CH3:24])[C:19]([CH3:35])([CH3:18])[O:20]3)[CH:3]=[N:4]2)[CH2:8][CH2:9]1. The catalyst class is: 12.